Dataset: Reaction yield outcomes from USPTO patents with 853,638 reactions. Task: Predict the reaction yield, written as a fraction of the theoretical maximum amount of product (1.0 means a 100% yield; for example, 0.34 means a 34% yield). The reactants are [O:1]=[C:2]([CH2:8][CH3:9])[CH2:3][C:4]([O:6][CH3:7])=[O:5].[C:10]([O:14][CH3:15])(=[O:13])[CH:11]=[CH2:12]. The catalyst is C1CCN2C(=NCCC2)CC1.C1CCCCC1. The product is [CH3:15][O:14][C:10](=[O:13])[CH2:11][CH2:12][C:3]([C:4]([O:6][CH3:7])=[O:5])([C:2](=[O:1])[CH2:8][CH3:9])[CH2:2][CH2:3][C:4]([O:6][CH3:7])=[O:5]. The yield is 0.640.